From a dataset of Catalyst prediction with 721,799 reactions and 888 catalyst types from USPTO. Predict which catalyst facilitates the given reaction. Reactant: [NH2:1][C:2]1[NH:3][C:4](=[O:12])[C:5]2[S:10][C:9](=[O:11])[NH:8][C:6]=2[N:7]=1.[C:13]([O:21][CH2:22][C@@H:23]1[CH2:27][C@@H:26]([N:28]2[CH2:32][CH2:31][CH2:30][CH2:29]2)[CH:25](OC)[O:24]1)(=[O:20])[C:14]1[CH:19]=[CH:18][CH:17]=[CH:16][CH:15]=1.[Si](OS(C(F)(F)F)(=O)=O)(C)(C)C. Product: [C:13]([O:21][CH2:22][C@@H:23]1[CH2:27][C@@H:26]([N:28]2[CH2:32][CH2:31][CH2:30][CH2:29]2)[C@H:25]([N:8]2[C:6]3[N:7]=[C:2]([NH2:1])[NH:3][C:4](=[O:12])[C:5]=3[S:10][C:9]2=[O:11])[O:24]1)(=[O:20])[C:14]1[CH:15]=[CH:16][CH:17]=[CH:18][CH:19]=1. The catalyst class is: 10.